Dataset: Full USPTO retrosynthesis dataset with 1.9M reactions from patents (1976-2016). Task: Predict the reactants needed to synthesize the given product. Given the product [CH2:27]([O:31][C:32]1[CH:37]=[CH:36][C:35]([S:38]([NH:1][C:2]2[CH:3]=[CH:4][C:5]([O:24][CH2:25][CH3:26])=[C:6]([C:8]3[NH:13][C:12](=[O:14])[C:11]4=[C:15]([CH3:23])[N:16]=[C:17]([CH:18]5[CH2:22][CH2:21][CH2:20][CH2:19]5)[N:10]4[N:9]=3)[CH:7]=2)(=[O:40])=[O:39])=[CH:34][CH:33]=1)[CH2:28][CH2:29][CH3:30], predict the reactants needed to synthesize it. The reactants are: [NH2:1][C:2]1[CH:3]=[CH:4][C:5]([O:24][CH2:25][CH3:26])=[C:6]([C:8]2[NH:13][C:12](=[O:14])[C:11]3=[C:15]([CH3:23])[N:16]=[C:17]([CH:18]4[CH2:22][CH2:21][CH2:20][CH2:19]4)[N:10]3[N:9]=2)[CH:7]=1.[CH2:27]([O:31][C:32]1[CH:37]=[CH:36][C:35]([S:38](Cl)(=[O:40])=[O:39])=[CH:34][CH:33]=1)[CH2:28][CH2:29][CH3:30].N1C=CC=CC=1.